This data is from Reaction yield outcomes from USPTO patents with 853,638 reactions. The task is: Predict the reaction yield, written as a fraction of the theoretical maximum amount of product (1.0 means a 100% yield; for example, 0.34 means a 34% yield). (1) The reactants are [F:1][C:2]([F:13])([F:12])[C:3]1[CH:4]=[C:5]([C@@H:9]([OH:11])[CH3:10])[CH:6]=[CH:7][CH:8]=1.[C:14]([O:18][C:19]([N:21]1[CH2:24][CH:23]([O:25][C:26]2[CH:31]=[C:30]([Cl:32])[CH:29]=[CH:28][C:27]=2O)[CH2:22]1)=[O:20])([CH3:17])([CH3:16])[CH3:15].C1C=CC(P(C2C=CC=CC=2)C2C=CC=CC=2)=CC=1.CCOC(/N=N/C(OCC)=O)=O. The catalyst is C1COCC1. The product is [C:14]([O:18][C:19]([N:21]1[CH2:24][CH:23]([O:25][C:26]2[CH:31]=[C:30]([Cl:32])[CH:29]=[CH:28][C:27]=2[O:11][C@@H:9]([C:5]2[CH:6]=[CH:7][CH:8]=[C:3]([C:2]([F:12])([F:13])[F:1])[CH:4]=2)[CH3:10])[CH2:22]1)=[O:20])([CH3:17])([CH3:15])[CH3:16]. The yield is 0.910. (2) The reactants are Cl.[N:2]1[CH:7]=[CH:6][CH:5]=[C:4]([C:8]2[C:9](=[O:15])[NH:10][C:11](=[O:14])[NH:12][CH:13]=2)[N:3]=1.Br[CH2:17][CH2:18][CH:19]([O:22][CH3:23])[O:20][CH3:21].C([O-])([O-])=O.[K+].[K+]. The catalyst is CS(C)=O. The product is [CH3:21][O:20][CH:19]([O:22][CH3:23])[CH2:18][CH2:17][N:12]1[CH:13]=[C:8]([C:4]2[N:3]=[N:2][CH:7]=[CH:6][CH:5]=2)[C:9](=[O:15])[NH:10][C:11]1=[O:14]. The yield is 0.240. (3) The reactants are [CH2:1]([O:8][C:9]1[CH:10]=[CH:11][CH:12]=[C:13]2[C:18]=1[N:17]=[C:16]([CH3:19])[CH:15]=[C:14]2[OH:20])[C:2]1[CH:7]=[CH:6][CH:5]=[CH:4][CH:3]=1.C(=O)([O-])[O-].[K+].[K+].Br[CH2:28][C:29]([O:31][CH2:32][CH3:33])=[O:30].C(=O)(O)[O-].[Na+]. The catalyst is CN(C=O)C.ClCCl. The product is [CH2:1]([O:8][C:9]1[CH:10]=[CH:11][CH:12]=[C:13]2[C:18]=1[N:17]=[C:16]([CH3:19])[CH:15]=[C:14]2[O:20][CH2:28][C:29]([O:31][CH2:32][CH3:33])=[O:30])[C:2]1[CH:7]=[CH:6][CH:5]=[CH:4][CH:3]=1. The yield is 0.690. (4) The reactants are [CH3:1][C:2]1[CH:8]=[C:7]([O:9][C:10]2[CH:11]=[N:12][C:13]([S:16]([CH3:19])(=[O:18])=[O:17])=[CH:14][CH:15]=2)[CH:6]=[CH:5][C:3]=1[NH2:4].Cl.[N:21]([O-])=O.[Na+].[CH3:25][CH:26](C(C)=O)[C:27]([O:29][CH2:30][CH3:31])=[O:28].[OH-].[K+]. The catalyst is O.C(O)C.CCCCCC.C(OCC)(=O)C. The product is [CH3:1][C:2]1[CH:8]=[C:7]([O:9][C:10]2[CH:11]=[N:12][C:13]([S:16]([CH3:19])(=[O:18])=[O:17])=[CH:14][CH:15]=2)[CH:6]=[CH:5][C:3]=1[NH:4]/[N:21]=[C:26](\[CH3:25])/[C:27]([O:29][CH2:30][CH3:31])=[O:28]. The yield is 0.690. (5) The reactants are Br[C:2]1[CH:13]=[CH:12][C:5]([C:6]([NH:8][CH:9]([CH3:11])[CH3:10])=[O:7])=[CH:4][CH:3]=1.Cl.[CH3:15][Si:16]([CH3:43])([CH3:42])[CH2:17][CH2:18][O:19][CH2:20][N:21]1[C:25]2[N:26]=[CH:27][N:28]=[C:29]([C:30]3[CH:31]=[N:32][N:33]([C:35]4([CH2:39][C:40]#[N:41])[CH2:38][NH:37][CH2:36]4)[CH:34]=3)[C:24]=2[CH:23]=[CH:22]1.CC1(C)C2C=CC=C(P(C3C=CC=CC=3)C3C=CC=CC=3)C=2OC2C1=CC=CC=2P(C1C=CC=CC=1)C1C=CC=CC=1.C(=O)([O-])[O-].[Cs+].[Cs+]. The catalyst is C1(C)C=CC=CC=1.C([O-])(=O)C.[Pd+2].C([O-])(=O)C. The product is [C:40]([CH2:39][C:35]1([N:33]2[CH:34]=[C:30]([C:29]3[C:24]4[CH:23]=[CH:22][N:21]([CH2:20][O:19][CH2:18][CH2:17][Si:16]([CH3:15])([CH3:43])[CH3:42])[C:25]=4[N:26]=[CH:27][N:28]=3)[CH:31]=[N:32]2)[CH2:36][N:37]([C:2]2[CH:13]=[CH:12][C:5]([C:6]([NH:8][CH:9]([CH3:11])[CH3:10])=[O:7])=[CH:4][CH:3]=2)[CH2:38]1)#[N:41]. The yield is 0.610. (6) The reactants are Cl[CH2:2][CH2:3][CH2:4][S:5]([C:8]1[CH:34]=[CH:33][C:11]([O:12][CH:13]2[CH2:17][CH2:16][N:15]([CH:18]3[CH2:23][CH2:22][N:21]([C:24]4[S:28][N:27]=[C:26]([CH:29]([CH3:31])[CH3:30])[N:25]=4)[CH2:20][CH2:19]3)[C:14]2=[O:32])=[C:10]([F:35])[CH:9]=1)(=[O:7])=[O:6].O. The catalyst is C1COCC1. The product is [CH:4]1([S:5]([C:8]2[CH:34]=[CH:33][C:11]([O:12][CH:13]3[CH2:17][CH2:16][N:15]([CH:18]4[CH2:23][CH2:22][N:21]([C:24]5[S:28][N:27]=[C:26]([CH:29]([CH3:31])[CH3:30])[N:25]=5)[CH2:20][CH2:19]4)[C:14]3=[O:32])=[C:10]([F:35])[CH:9]=2)(=[O:7])=[O:6])[CH2:2][CH2:3]1. The yield is 0.265.